From a dataset of Full USPTO retrosynthesis dataset with 1.9M reactions from patents (1976-2016). Predict the reactants needed to synthesize the given product. (1) The reactants are: [F:1][C:2]1[CH:3]=[C:4]([C:10]2[C:11]([NH2:16])=[CH:12][CH:13]=[CH:14][CH:15]=2)[CH:5]=[C:6]([F:9])[C:7]=1[F:8].[F:17][CH:18]([F:30])[C:19]1[C:23]([C:24](OCC)=[O:25])=[CH:22][N:21]([CH3:29])[N:20]=1.C[O-].[Na+]. Given the product [F:30][CH:18]([F:17])[C:19]1[C:23]([C:24]([NH:16][C:11]2[CH:12]=[CH:13][CH:14]=[CH:15][C:10]=2[C:4]2[CH:3]=[C:2]([F:1])[C:7]([F:8])=[C:6]([F:9])[CH:5]=2)=[O:25])=[CH:22][N:21]([CH3:29])[N:20]=1, predict the reactants needed to synthesize it. (2) Given the product [C:1]([O:4][CH2:5][C:6]1[CH:11]=[CH:10][C:9]([CH:12]([CH:20]2[CH2:24][CH2:23][CH2:22][CH2:21]2)[C:13]([OH:15])=[O:14])=[CH:8][CH:7]=1)(=[O:3])[CH3:2], predict the reactants needed to synthesize it. The reactants are: [C:1]([O:4][CH2:5][C:6]1[CH:11]=[CH:10][C:9]([CH:12]([CH:20]2[CH2:24][CH2:23][CH2:22][CH2:21]2)[C:13]([O:15]C(C)(C)C)=[O:14])=[CH:8][CH:7]=1)(=[O:3])[CH3:2].FC(F)(F)C(O)=O. (3) Given the product [NH:37]1[C:41]2[CH:42]=[CH:43][CH:44]=[CH:45][C:40]=2[N:39]=[C:38]1[CH2:46][N:47]([CH:52]1[C:61]2[N:60]=[CH:59][CH:58]=[CH:57][C:56]=2[CH2:55][CH2:54][CH2:53]1)[CH2:48][CH2:49][CH2:50][NH:51][C:11]([C:1]1[N:2]=[CH:3][C:27]2[C:26]([CH:10]=1)=[CH:25][CH:24]=[CH:23][CH:28]=2)=[O:12], predict the reactants needed to synthesize it. The reactants are: [C:1]1([C:11](O)=[O:12])[C:10]2C(=CC=CC=2)C=[CH:3][N:2]=1.C(N(CC)C(C)C)(C)C.[CH:23]1[CH:24]=[CH:25][C:26]2N(O)N=N[C:27]=2[CH:28]=1.C(Cl)CCl.[NH:37]1[C:41]2[CH:42]=[CH:43][CH:44]=[CH:45][C:40]=2[N:39]=[C:38]1[CH2:46][N:47]([CH:52]1[C:61]2[N:60]=[CH:59][CH:58]=[CH:57][C:56]=2[CH2:55][CH2:54][CH2:53]1)[CH2:48][CH2:49][CH2:50][NH2:51]. (4) Given the product [F:38][C:37]([F:40])([F:39])[C:35]([OH:41])=[O:36].[NH:8]1[CH2:9][CH:10]([NH:12][C:13]2[CH:14]=[C:15]3[C:24](=[CH:25][C:26]=2[C:27]2[CH:32]=[CH:31][CH:30]=[CH:29][CH:28]=2)[O:23][CH2:22][C:21]2[N:16]3[C@@H:17]([CH3:34])[C:18](=[O:33])[NH:19][N:20]=2)[CH2:11]1, predict the reactants needed to synthesize it. The reactants are: C(OC([N:8]1[CH2:11][CH:10]([NH:12][C:13]2[CH:14]=[C:15]3[C:24](=[CH:25][C:26]=2[C:27]2[CH:32]=[CH:31][CH:30]=[CH:29][CH:28]=2)[O:23][CH2:22][C:21]2[N:16]3[C@@H:17]([CH3:34])[C:18](=[O:33])[NH:19][N:20]=2)[CH2:9]1)=O)(C)(C)C.[C:35]([OH:41])([C:37]([F:40])([F:39])[F:38])=[O:36]. (5) Given the product [Br:1][C:2]1[CH:3]=[C:4]([S:8]([NH:11][C:12]2[C:17]([O:18][CH3:21])=[CH:16][C:15]([Cl:19])=[CH:14][N:13]=2)(=[O:10])=[O:9])[CH:5]=[N:6][CH:7]=1, predict the reactants needed to synthesize it. The reactants are: [Br:1][C:2]1[CH:3]=[C:4]([S:8]([NH:11][C:12]2[C:17]([OH:18])=[CH:16][C:15]([Cl:19])=[CH:14][N:13]=2)(=[O:10])=[O:9])[CH:5]=[N:6][CH:7]=1.Cl[C:21]1C=C(OC)C(NS(C2C=CC=C(OC(F)(F)F)C=2)(=O)=O)=NC=1. (6) Given the product [Cl:23][C:24]1[C:29]([Cl:30])=[CH:28][CH:27]=[CH:26][C:25]=1[N:31]1[CH2:32][CH2:33][N:34]([CH2:37][CH:38]=[CH:39][CH2:40][NH:41][C:18](=[O:20])[C:17]2[CH:16]=[CH:15][C:14]([OH:13])=[CH:22][CH:21]=2)[CH2:35][CH2:36]1, predict the reactants needed to synthesize it. The reactants are: C(N1C=CN=C1)(N1C=CN=C1)=O.[OH:13][C:14]1[CH:22]=[CH:21][C:17]([C:18]([OH:20])=O)=[CH:16][CH:15]=1.[Cl:23][C:24]1[C:29]([Cl:30])=[CH:28][CH:27]=[CH:26][C:25]=1[N:31]1[CH2:36][CH2:35][N:34]([CH2:37][CH:38]=[CH:39][CH2:40][NH2:41])[CH2:33][CH2:32]1.C(Cl)(Cl)Cl. (7) Given the product [F:29][C:26]1[CH:25]=[CH:24][C:23]([N:18]2[C:19]3[C:15](=[C:14](/[CH:4]=[CH:3]/[C@@H:2]([NH:5][C:6](=[O:12])[O:7][C:8]([CH3:11])([CH3:10])[CH3:9])[CH3:1])[CH:22]=[CH:21][CH:20]=3)[CH:16]=[N:17]2)=[CH:28][CH:27]=1, predict the reactants needed to synthesize it. The reactants are: [CH3:1][C@H:2]([NH:5][C:6](=[O:12])[O:7][C:8]([CH3:11])([CH3:10])[CH3:9])[CH:3]=[CH2:4].Br[C:14]1[CH:22]=[CH:21][CH:20]=[C:19]2[C:15]=1[CH:16]=[N:17][N:18]2[C:23]1[CH:28]=[CH:27][C:26]([F:29])=[CH:25][CH:24]=1.